The task is: Regression. Given two drug SMILES strings and cell line genomic features, predict the synergy score measuring deviation from expected non-interaction effect.. This data is from NCI-60 drug combinations with 297,098 pairs across 59 cell lines. (1) Drug 1: CC1=C(C=C(C=C1)C(=O)NC2=CC(=CC(=C2)C(F)(F)F)N3C=C(N=C3)C)NC4=NC=CC(=N4)C5=CN=CC=C5. Drug 2: C1=NC2=C(N=C(N=C2N1C3C(C(C(O3)CO)O)F)Cl)N. Cell line: MCF7. Synergy scores: CSS=-8.07, Synergy_ZIP=4.20, Synergy_Bliss=0.498, Synergy_Loewe=-8.50, Synergy_HSA=-7.75. (2) Drug 1: C1=C(C(=O)NC(=O)N1)F. Drug 2: CC1C(C(CC(O1)OC2CC(CC3=C2C(=C4C(=C3O)C(=O)C5=C(C4=O)C(=CC=C5)OC)O)(C(=O)CO)O)N)O.Cl. Cell line: CAKI-1. Synergy scores: CSS=49.9, Synergy_ZIP=4.36, Synergy_Bliss=5.06, Synergy_Loewe=6.86, Synergy_HSA=12.1. (3) Drug 1: CCC1(CC2CC(C3=C(CCN(C2)C1)C4=CC=CC=C4N3)(C5=C(C=C6C(=C5)C78CCN9C7C(C=CC9)(C(C(C8N6C)(C(=O)OC)O)OC(=O)C)CC)OC)C(=O)OC)O.OS(=O)(=O)O. Drug 2: C1=NC2=C(N=C(N=C2N1C3C(C(C(O3)CO)O)F)Cl)N. Cell line: U251. Synergy scores: CSS=-0.419, Synergy_ZIP=7.13, Synergy_Bliss=14.6, Synergy_Loewe=-0.387, Synergy_HSA=-0.0147. (4) Drug 1: COC1=CC(=CC(=C1O)OC)C2C3C(COC3=O)C(C4=CC5=C(C=C24)OCO5)OC6C(C(C7C(O6)COC(O7)C8=CC=CS8)O)O. Drug 2: CC1=C(C(=O)C2=C(C1=O)N3CC4C(C3(C2COC(=O)N)OC)N4)N. Cell line: T-47D. Synergy scores: CSS=48.9, Synergy_ZIP=0.251, Synergy_Bliss=2.11, Synergy_Loewe=4.14, Synergy_HSA=6.62. (5) Drug 1: CC12CCC3C(C1CCC2=O)CC(=C)C4=CC(=O)C=CC34C. Drug 2: CC1CCC2CC(C(=CC=CC=CC(CC(C(=O)C(C(C(=CC(C(=O)CC(OC(=O)C3CCCCN3C(=O)C(=O)C1(O2)O)C(C)CC4CCC(C(C4)OC)OCCO)C)C)O)OC)C)C)C)OC. Cell line: HS 578T. Synergy scores: CSS=48.3, Synergy_ZIP=-0.336, Synergy_Bliss=-1.08, Synergy_Loewe=0.375, Synergy_HSA=0.811. (6) Drug 1: CC(CN1CC(=O)NC(=O)C1)N2CC(=O)NC(=O)C2. Drug 2: CCC1(C2=C(COC1=O)C(=O)N3CC4=CC5=C(C=CC(=C5CN(C)C)O)N=C4C3=C2)O.Cl. Cell line: HL-60(TB). Synergy scores: CSS=89.7, Synergy_ZIP=-0.666, Synergy_Bliss=-0.712, Synergy_Loewe=-1.71, Synergy_HSA=1.76. (7) Drug 1: CN(C)N=NC1=C(NC=N1)C(=O)N. Drug 2: CC(C)NC(=O)C1=CC=C(C=C1)CNNC.Cl. Cell line: RPMI-8226. Synergy scores: CSS=4.02, Synergy_ZIP=2.84, Synergy_Bliss=11.5, Synergy_Loewe=-2.99, Synergy_HSA=-1.70.